This data is from Forward reaction prediction with 1.9M reactions from USPTO patents (1976-2016). The task is: Predict the product of the given reaction. Given the reactants C[N+:2]([CH3:5])=[CH:3]Cl.[Cl-].[O:7]=P(Cl)(Cl)Cl.[CH3:12][O:13][C:14]([C:16]1[C:17]2[CH:18]=[CH:19]NC=2[CH:22]=[C:23]([NH:25][C:26](=[O:28])[CH3:27])[CH:24]=1)=[O:15].C(Cl)Cl, predict the reaction product. The product is: [CH3:12][O:13][C:14]([C:16]1[C:17]2[C:18]([CH:19]=[O:7])=[CH:3][NH:2][C:5]=2[CH:22]=[C:23]([NH:25][C:26](=[O:28])[CH3:27])[CH:24]=1)=[O:15].